Task: Predict which catalyst facilitates the given reaction.. Dataset: Catalyst prediction with 721,799 reactions and 888 catalyst types from USPTO (1) Product: [Cl:1][C:2]1[C:11]([C:12]2[CH:13]=[CH:14][CH:15]=[CH:16][CH:17]=2)=[C:10]([Cl:18])[C:9]2[C:4](=[C:5]([CH3:28])[CH:6]=[C:7]([C:19]([C:21]3[CH:22]=[N:23][C:24]([CH3:27])=[CH:25][CH:26]=3)([C:30]3[S:31][CH:32]=[CH:33][C:34]=3[CH3:35])[OH:20])[CH:8]=2)[N:3]=1. The catalyst class is: 1. Reactant: [Cl:1][C:2]1[C:11]([C:12]2[CH:17]=[CH:16][CH:15]=[CH:14][CH:13]=2)=[C:10]([Cl:18])[C:9]2[C:4](=[C:5]([CH3:28])[CH:6]=[C:7]([C:19]([C:21]3[CH:22]=[N:23][C:24]([CH3:27])=[CH:25][CH:26]=3)=[O:20])[CH:8]=2)[N:3]=1.Br[C:30]1[S:31][CH:32]=[CH:33][C:34]=1[CH3:35].[Li]CCCC. (2) Reactant: CS(O[CH2:6][C@@H:7]1[O:11][C:10](=[O:12])[N:9]([C:13]2[CH:18]=[CH:17][C:16]([O:19][C:20]3[CH:25]=[CH:24][C:23]([Cl:26])=[CH:22][CH:21]=3)=[CH:15][CH:14]=2)[C@H:8]1[C:27]1[CH:32]=[CH:31][CH:30]=[C:29]([F:33])[CH:28]=1)(=O)=O.[C:34]1([SH:40])[CH:39]=[CH:38][CH:37]=[CH:36][CH:35]=1.C(N(CC)CC)C. Product: [Cl:26][C:23]1[CH:24]=[CH:25][C:20]([O:19][C:16]2[CH:17]=[CH:18][C:13]([N:9]3[C@@H:8]([C:27]4[CH:32]=[CH:31][CH:30]=[C:29]([F:33])[CH:28]=4)[C@H:7]([CH2:6][S:40][C:34]4[CH:39]=[CH:38][CH:37]=[CH:36][CH:35]=4)[O:11][C:10]3=[O:12])=[CH:14][CH:15]=2)=[CH:21][CH:22]=1. The catalyst class is: 162.